From a dataset of Full USPTO retrosynthesis dataset with 1.9M reactions from patents (1976-2016). Predict the reactants needed to synthesize the given product. (1) Given the product [CH:20]1([C:18]([N:17]([C:12]2[C:11]3[CH:10]=[CH:9][N:8]([C:6](=[O:7])[C:5]4[C:28]([Cl:30])=[CH:29][C:2]([C:33]#[N:34])=[CH:3][C:4]=4[Cl:31])[C:16]=3[CH:15]=[CH:14][N:13]=2)[C:23]([CH:25]2[CH2:27][CH2:26]2)=[O:24])=[O:19])[CH2:22][CH2:21]1.[Cl:30][C:28]1[CH:29]=[C:2]([C:35]#[N:36])[CH:3]=[C:4]([Cl:31])[C:5]=1[C:6]([N:8]1[C:16]2[CH:15]=[CH:14][N:13]=[C:12]([NH:17][C:18]([CH:20]3[CH2:21][CH2:22]3)=[O:19])[C:11]=2[CH:10]=[CH:9]1)=[O:7], predict the reactants needed to synthesize it. The reactants are: Br[C:2]1[CH:29]=[C:28]([Cl:30])[C:5]([C:6]([N:8]2[C:16]3[CH:15]=[CH:14][N:13]=[C:12]([N:17]([C:23]([CH:25]4[CH2:27][CH2:26]4)=[O:24])[C:18]([CH:20]4[CH2:22][CH2:21]4)=[O:19])[C:11]=3[CH:10]=[CH:9]2)=[O:7])=[C:4]([Cl:31])[CH:3]=1.[Cu]([C:35]#[N:36])[C:33]#[N:34].C(=O)([O-])[O-].[Cs+].[Cs+].C(OCC)(=O)C. (2) The reactants are: [O:1]1[C:10]2[C:5](=[CH:6][C:7]([C:11]3[C:16]([CH:17]4[CH2:19][CH2:18]4)=[CH:15][C:14]([NH:20][S:21]([CH2:24][CH:25]4[CH2:30][CH2:29][CH2:28][CH2:27][CH2:26]4)(=[O:23])=[O:22])=[C:13]([CH3:31])[C:12]=3[CH:32]([O:37][CH:38]3[CH2:40][CH2:39]3)[C:33]([O:35]C)=[O:34])=[CH:8][CH:9]=2)[CH2:4][CH2:3][CH2:2]1.[OH-].[Na+]. Given the product [O:1]1[C:10]2[C:5](=[CH:6][C:7]([C:11]3[C:16]([CH:17]4[CH2:19][CH2:18]4)=[CH:15][C:14]([NH:20][S:21]([CH2:24][CH:25]4[CH2:30][CH2:29][CH2:28][CH2:27][CH2:26]4)(=[O:23])=[O:22])=[C:13]([CH3:31])[C:12]=3[CH:32]([O:37][CH:38]3[CH2:39][CH2:40]3)[C:33]([OH:35])=[O:34])=[CH:8][CH:9]=2)[CH2:4][CH2:3][CH2:2]1, predict the reactants needed to synthesize it. (3) Given the product [CH:1]1([C:4]2[NH:8][N:7]=[C:6]([N:9]3[CH:17]=[N:16][C:15]4[C:10]3=[N:11][C:12]([NH:23][C@H:24]([C:26]3[CH:31]=[CH:30][C:29]([F:32])=[CH:28][CH:27]=3)[CH3:25])=[N:13][C:14]=4[CH2:18][OH:19])[CH:5]=2)[CH2:3][CH2:2]1, predict the reactants needed to synthesize it. The reactants are: [CH:1]1([C:4]2[NH:8][N:7]=[C:6]([N:9]3[CH:17]=[N:16][C:15]4[C:10]3=[N:11][C:12]([NH:23][C@H:24]([C:26]3[CH:31]=[CH:30][C:29]([F:32])=[CH:28][CH:27]=3)[CH3:25])=[N:13][C:14]=4[C:18](OCC)=[O:19])[CH:5]=2)[CH2:3][CH2:2]1.[H-].[Al+3].[Li+].[H-].[H-].[H-].O.O.O.O.O.O.O.O.O.O.S([O-])([O-])(=O)=O.[Na+].[Na+]. (4) Given the product [CH:14]1([O:1][C:2]2[CH:3]=[C:4]([CH:10]=[CH:11][CH:12]=2)[C:5]([O:7][CH2:8][CH3:9])=[O:6])[CH2:17][CH2:16][CH2:15]1, predict the reactants needed to synthesize it. The reactants are: [OH:1][C:2]1[CH:3]=[C:4]([CH:10]=[CH:11][CH:12]=1)[C:5]([O:7][CH2:8][CH3:9])=[O:6].Br[CH:14]1[CH2:17][CH2:16][CH2:15]1. (5) Given the product [C:1]([O:5][C:6](=[O:29])[N:7]([C@@H:9]1[C@@H:13]([C:14]2[CH:19]=[CH:18][C:17]([Cl:20])=[C:16]([Cl:21])[CH:15]=2)[CH2:12][NH:11][CH2:10]1)[CH3:8])([CH3:4])([CH3:2])[CH3:3], predict the reactants needed to synthesize it. The reactants are: [C:1]([O:5][C:6](=[O:29])[N:7]([CH:9]1[CH:13]([C:14]2[CH:19]=[CH:18][C:17]([Cl:20])=[C:16]([Cl:21])[CH:15]=2)[CH2:12][N:11](CC2C=CC=CC=2)[CH2:10]1)[CH3:8])([CH3:4])([CH3:3])[CH3:2].ClC(OCC(Cl)(Cl)Cl)=O. (6) The reactants are: [C:1]([O:5][C:6](=[O:29])[NH:7][C@H:8]([C:12]1[CH:13]=[N:14][CH:15]=[C:16]([C:18]2[N:22]([CH:23]([F:25])[F:24])[N:21]=[CH:20][C:19]=2[N+:26]([O-])=O)[CH:17]=1)[CH2:9][CH:10]=[CH2:11])([CH3:4])([CH3:3])[CH3:2].[NH4+].[Cl-]. Given the product [C:1]([O:5][C:6](=[O:29])[NH:7][C@H:8]([C:12]1[CH:13]=[N:14][CH:15]=[C:16]([C:18]2[N:22]([CH:23]([F:25])[F:24])[N:21]=[CH:20][C:19]=2[NH2:26])[CH:17]=1)[CH2:9][CH:10]=[CH2:11])([CH3:2])([CH3:3])[CH3:4], predict the reactants needed to synthesize it. (7) Given the product [CH2:32]([O:33][C:2]1[CH:3]=[C:4]([CH:25]=[CH:26][N:27]=1)[C:5]([NH:7][C:8]1[S:9][C:10]2[C:16]([N:17]3[CH2:22][CH2:21][O:20][CH2:19][CH2:18]3)=[CH:15][CH:14]=[C:13]([O:23][CH3:24])[C:11]=2[N:12]=1)=[O:6])[CH:31]([CH3:34])[CH3:30], predict the reactants needed to synthesize it. The reactants are: Br[C:2]1[CH:3]=[C:4]([CH:25]=[CH:26][N:27]=1)[C:5]([NH:7][C:8]1[S:9][C:10]2[C:16]([N:17]3[CH2:22][CH2:21][O:20][CH2:19][CH2:18]3)=[CH:15][CH:14]=[C:13]([O:23][CH3:24])[C:11]=2[N:12]=1)=[O:6].[H-].[Na+].[CH3:30][CH:31]([CH3:34])[CH2:32][OH:33]. (8) Given the product [CH3:24][O:23][C:21]1[CH:20]=[CH:19][C:17]2[N:18]=[C:14]([NH:12][NH:13][C:9]([C:7]3[O:8][C:4]([N+:1]([O-:3])=[O:2])=[CH:5][CH:6]=3)=[O:10])[S:15][C:16]=2[CH:22]=1, predict the reactants needed to synthesize it. The reactants are: [N+:1]([C:4]1[O:8][C:7]([C:9](Cl)=[O:10])=[CH:6][CH:5]=1)([O-:3])=[O:2].[NH:12]([C:14]1[S:15][C:16]2[CH:22]=[C:21]([O:23][CH3:24])[CH:20]=[CH:19][C:17]=2[N:18]=1)[NH2:13].